Dataset: Reaction yield outcomes from USPTO patents with 853,638 reactions. Task: Predict the reaction yield, written as a fraction of the theoretical maximum amount of product (1.0 means a 100% yield; for example, 0.34 means a 34% yield). The reactants are Br[C:2]1[CH:3]=[C:4]2[C:9](=[N:10][CH:11]=1)[NH:8][CH2:7][CH2:6][CH:5]2[O:12][C:13]1[CH:18]=[CH:17][CH:16]=[C:15]([Cl:19])[CH:14]=1.[CH3:20][N:21]1[CH2:26][CH2:25][N:24]([C:27]2[CH:32]=[CH:31][C:30](B3OC(C)(C)C(C)(C)O3)=[CH:29][N:28]=2)[CH2:23][CH2:22]1. The catalyst is CO.C(Cl)Cl. The product is [Cl:19][C:15]1[CH:14]=[C:13]([CH:18]=[CH:17][CH:16]=1)[O:12][CH:5]1[C:4]2[C:9](=[N:10][CH:11]=[C:2]([C:30]3[CH:29]=[N:28][C:27]([N:24]4[CH2:23][CH2:22][N:21]([CH3:20])[CH2:26][CH2:25]4)=[CH:32][CH:31]=3)[CH:3]=2)[NH:8][CH2:7][CH2:6]1. The yield is 0.550.